The task is: Regression/Classification. Given a drug SMILES string, predict its absorption, distribution, metabolism, or excretion properties. Task type varies by dataset: regression for continuous measurements (e.g., permeability, clearance, half-life) or binary classification for categorical outcomes (e.g., BBB penetration, CYP inhibition). Dataset: cyp2c19_veith.. This data is from CYP2C19 inhibition data for predicting drug metabolism from PubChem BioAssay. (1) The molecule is C/C(CCC(=O)OC[C@@H]1O[C@H](C#Cc2ccccc2)C=C[C@@H]1Oc1ccc(C)cc1)=N/O[C@@H](C)CN1CCCc2nc(C)c(C)cc21. The result is 1 (inhibitor). (2) The drug is COC(=O)C/C=C\[C@@H](C)[C@@H](/C=N\OC[C@@H](O)[C@H]1O[C@H]2OC(C)(C)O[C@H]2[C@@H]1O)NS(=O)(=O)c1ccc(C)cc1. The result is 0 (non-inhibitor).